Task: Predict the product of the given reaction.. Dataset: Forward reaction prediction with 1.9M reactions from USPTO patents (1976-2016) Given the reactants C([Li])CCC.[Br-].[N:7]1[N:11]2[C:12]3[C:17]([CH2:18][CH2:19][C:10]2=[CH:9][C:8]=1[CH2:20][P+](C1C=CC=CC=1)(C1C=CC=CC=1)C1C=CC=CC=1)=[CH:16][CH:15]=[CH:14][CH:13]=3.[N:40]1[N:44]2[C:45]3[C:50]([CH2:51][CH2:52][C:43]2=[CH:42][C:41]=1[CH:53]=O)=[CH:49][CH:48]=[CH:47][CH:46]=3.O, predict the reaction product. The product is: [N:40]1[N:44]2[C:45]3[C:50]([CH2:51][CH2:52][C:43]2=[CH:42][C:41]=1[CH2:53][CH2:20][C:8]1[CH:9]=[C:10]2[CH2:19][CH2:18][C:17]4[C:12]([N:11]2[N:7]=1)=[CH:13][CH:14]=[CH:15][CH:16]=4)=[CH:49][CH:48]=[CH:47][CH:46]=3.